The task is: Predict the product of the given reaction.. This data is from Forward reaction prediction with 1.9M reactions from USPTO patents (1976-2016). (1) Given the reactants C1C=C(Cl)C=C(C(OO)=[O:9])C=1.[Cl:12][C:13]1[CH:14]=[CH:15][C:16]2[N:17]([CH3:45])[C:18](=[O:44])[C:19]3[CH:30]=[C:29]([CH2:31][CH2:32][O:33][C:34]4[C:43]5[C:38](=[CH:39][CH:40]=[CH:41][CH:42]=5)[N:37]=[CH:36][CH:35]=4)[CH:28]=[N:27][C:20]=3[N:21]([CH:24]3[CH2:26][CH2:25]3)[C:22]=2[N:23]=1, predict the reaction product. The product is: [Cl:12][C:13]1[CH:14]=[CH:15][C:16]2[N:17]([CH3:45])[C:18](=[O:44])[C:19]3[CH:30]=[C:29]([CH2:31][CH2:32][O:33][C:34]4[C:43]5[C:38](=[CH:39][CH:40]=[CH:41][CH:42]=5)[N+:37]([O-:9])=[CH:36][CH:35]=4)[CH:28]=[N:27][C:20]=3[N:21]([CH:24]3[CH2:26][CH2:25]3)[C:22]=2[N:23]=1. (2) Given the reactants C[O:2][C:3]([C:5]1[CH:10]=[C:9]([NH:11][CH2:12][CH2:13][C:14]2[CH:19]=[CH:18][C:17]([O:20][CH3:21])=[CH:16][CH:15]=2)[N:8]=[C:7]([Cl:22])[N:6]=1)=O.[BH4-].[Li+].C1COCC1, predict the reaction product. The product is: [Cl:22][C:7]1[N:6]=[C:5]([CH2:3][OH:2])[CH:10]=[C:9]([NH:11][CH2:12][CH2:13][C:14]2[CH:15]=[CH:16][C:17]([O:20][CH3:21])=[CH:18][CH:19]=2)[N:8]=1. (3) Given the reactants [CH3:1][C@H:2]1[O:7][CH2:6][C@@H:5]([C:8]2[CH:13]=[CH:12][CH:11]=[CH:10][CH:9]=2)[NH:4][CH2:3]1.Br[C:15]1[CH:16]=[CH:17][C:18]2[O:19][CH2:20][C:21](=[O:25])[NH:22][C:23]=2[N:24]=1, predict the reaction product. The product is: [CH3:1][C@H:2]1[CH2:3][N:4]([C:15]2[CH:16]=[CH:17][C:18]3[O:19][CH2:20][C:21](=[O:25])[NH:22][C:23]=3[N:24]=2)[C@@H:5]([C:8]2[CH:9]=[CH:10][CH:11]=[CH:12][CH:13]=2)[CH2:6][O:7]1. (4) Given the reactants [N:1]1([C:10]2[S:14][C:13]([C:15]([NH2:17])=O)=[C:12]([O:18][CH2:19][C:20]3[CH:25]=[CH:24][CH:23]=[CH:22][CH:21]=3)[CH:11]=2)[C:5]2[CH:6]=[CH:7][CH:8]=[CH:9][C:4]=2[N:3]=[CH:2]1.[Cl-].ClC1N(C)CC[NH+]1C.FC(F)(F)C(O)=O.C(N(CC)CC)C, predict the reaction product. The product is: [N:1]1([C:10]2[S:14][C:13]([C:15]#[N:17])=[C:12]([O:18][CH2:19][C:20]3[CH:25]=[CH:24][CH:23]=[CH:22][CH:21]=3)[CH:11]=2)[C:5]2[CH:6]=[CH:7][CH:8]=[CH:9][C:4]=2[N:3]=[CH:2]1. (5) Given the reactants [F:1][C:2]1[CH:3]=[CH:4][C:5]([O:26][CH3:27])=[C:6]([C:8]2[CH:13]=[CH:12][N:11]=[C:10]3[N:14]([S:17]([C:20]4[CH:25]=[CH:24][CH:23]=[CH:22][CH:21]=4)(=[O:19])=[O:18])[CH:15]=[CH:16][C:9]=23)[CH:7]=1.[CH2:28]([Li])CCC.[O:33]1[CH2:38][CH2:37][C:36](=[O:39])[CH2:35][CH2:34]1, predict the reaction product. The product is: [F:1][C:2]1[CH:3]=[CH:4][C:5]([O:26][CH3:27])=[C:6]([C:8]2[CH:13]=[CH:12][N:11]=[C:10]3[N:14]([S:17]([C:20]4[CH:25]=[CH:24][C:23]([CH3:28])=[CH:22][CH:21]=4)(=[O:19])=[O:18])[C:15]([C:36]4([OH:39])[CH2:37][CH2:38][O:33][CH2:34][CH2:35]4)=[CH:16][C:9]=23)[CH:7]=1. (6) Given the reactants [CH3:1][N:2]1[CH2:15][CH2:14][C:5]2[NH:6][C:7]3[CH:8]=[CH:9][C:10]([CH3:13])=[CH:11][C:12]=3[C:4]=2[CH2:3]1.C(=O)([O-])[O-].[K+].[K+].N1C2C(=CC=C3C=2N=CC=C3)C=CC=1.Br[C:37]#[C:38][Si:39]([CH:46]([CH3:48])[CH3:47])([CH:43]([CH3:45])[CH3:44])[CH:40]([CH3:42])[CH3:41], predict the reaction product. The product is: [CH3:1][N:2]1[CH2:15][CH2:14][C:5]2[N:6]([C:37]#[C:38][Si:39]([CH:40]([CH3:42])[CH3:41])([CH:46]([CH3:48])[CH3:47])[CH:43]([CH3:45])[CH3:44])[C:7]3[CH:8]=[CH:9][C:10]([CH3:13])=[CH:11][C:12]=3[C:4]=2[CH2:3]1. (7) Given the reactants C12CC(CC1)CC2[O:8][C:9]([C:11]1[C:12]([C:25]([F:28])([F:27])[F:26])=[N:13][C:14]([O:17][C@@H:18]2[CH2:23][C@@H:22]3[CH2:24][C@H:19]2[CH2:20][CH2:21]3)=[N:15][CH:16]=1)=[O:10].C12CC(CC1)CC2OC(C1C(C(F)(F)F)=NC(O[C@H]2C[C@H]3C[C@@H]2CC3)=NC=1)=O.[OH-].[Na+].Cl, predict the reaction product. The product is: [C@H:19]12[CH2:24][C@H:22]([CH2:21][CH2:20]1)[CH2:23][C@H:18]2[O:17][C:14]1[N:13]=[C:12]([C:25]([F:26])([F:27])[F:28])[C:11]([C:9]([OH:10])=[O:8])=[CH:16][N:15]=1. (8) Given the reactants [Ga:1](I)(I)I.[C:5]([OH:24])(=[O:23])[CH2:6][CH2:7][CH2:8][CH2:9][CH2:10][CH2:11][CH2:12][CH2:13][CH2:14][CH2:15][CH2:16][CH2:17][CH2:18][CH2:19][CH2:20][CH2:21][CH3:22], predict the reaction product. The product is: [C:5]([O-:24])(=[O:23])[CH2:6][CH2:7][CH2:8][CH2:9][CH2:10][CH2:11][CH2:12][CH2:13][CH2:14][CH2:15][CH2:16][CH2:17][CH2:18][CH2:19][CH2:20][CH2:21][CH3:22].[Ga+3:1].[C:5]([O-:24])(=[O:23])[CH2:6][CH2:7][CH2:8][CH2:9][CH2:10][CH2:11][CH2:12][CH2:13][CH2:14][CH2:15][CH2:16][CH2:17][CH2:18][CH2:19][CH2:20][CH2:21][CH3:22].[C:5]([O-:24])(=[O:23])[CH2:6][CH2:7][CH2:8][CH2:9][CH2:10][CH2:11][CH2:12][CH2:13][CH2:14][CH2:15][CH2:16][CH2:17][CH2:18][CH2:19][CH2:20][CH2:21][CH3:22]. (9) The product is: [CH2:1]([O:8][C:9](=[O:31])[C@H:10]([NH:23][C:24]([O:26][C:27]([CH3:30])([CH3:29])[CH3:28])=[O:25])[CH2:11][CH2:12][C:13]1[N:21]([CH2:38][CH:32]2[CH2:37][CH2:36][CH2:35][CH2:34][CH2:33]2)[C:16]2[CH:17]=[CH:18][CH:19]=[CH:20][C:15]=2[N:14]=1)[C:2]1[CH:7]=[CH:6][CH:5]=[CH:4][CH:3]=1. Given the reactants [CH2:1]([O:8][C:9](=[O:31])[C@H:10]([NH:23][C:24]([O:26][C:27]([CH3:30])([CH3:29])[CH3:28])=[O:25])[CH2:11][CH2:12][C:13](=O)[NH:14][C:15]1[CH:20]=[CH:19][CH:18]=[CH:17][C:16]=1[NH2:21])[C:2]1[CH:7]=[CH:6][CH:5]=[CH:4][CH:3]=1.[CH:32]1([CH:38]=O)[CH2:37][CH2:36][CH2:35][CH2:34][CH2:33]1.C(O[BH-](OC(=O)C)OC(=O)C)(=O)C.[Na+].C(Cl)(Cl)Cl, predict the reaction product.